Dataset: Full USPTO retrosynthesis dataset with 1.9M reactions from patents (1976-2016). Task: Predict the reactants needed to synthesize the given product. (1) Given the product [CH3:38][O:42][N:43]([CH3:44])[C:32]([C:7]1[C:6]2[C:10](=[CH:11][CH:12]=[C:4]([N+:1]([O-:3])=[O:2])[CH:5]=2)[N:9]([C:13]([C:14]2[CH:15]=[CH:16][CH:17]=[CH:18][CH:19]=2)([C:20]2[CH:21]=[CH:22][CH:23]=[CH:24][CH:25]=2)[C:26]2[CH:31]=[CH:30][CH:29]=[CH:28][CH:27]=2)[N:8]=1)=[O:34], predict the reactants needed to synthesize it. The reactants are: [N+:1]([C:4]1[CH:5]=[C:6]2[C:10](=[CH:11][CH:12]=1)[N:9]([C:13]([C:26]1[CH:31]=[CH:30][CH:29]=[CH:28][CH:27]=1)([C:20]1[CH:25]=[CH:24][CH:23]=[CH:22][CH:21]=1)[C:14]1[CH:19]=[CH:18][CH:17]=[CH:16][CH:15]=1)[N:8]=[C:7]2[C:32]([OH:34])=O)([O-:3])=[O:2].CN([C:38]([O:42][N:43]1N=NC2C=CC=N[C:44]1=2)=[N+](C)C)C.F[P-](F)(F)(F)(F)F.Cl.CNOC.CCN(C(C)C)C(C)C. (2) Given the product [NH2:1][C:2]1[N:7]=[C:6]([NH2:8])[C:5]([NH2:9])=[C:4]([OH:11])[N:3]=1, predict the reactants needed to synthesize it. The reactants are: [NH2:1][C:2]1[N:7]=[C:6]([NH2:8])[C:5]([N:9]=O)=[C:4]([OH:11])[N:3]=1.[NH4+].[OH-].S(S([O-])=O)([O-])=O.[Na+].[Na+]. (3) Given the product [Cl:1][C:2]1[CH:3]=[C:4]([CH2:8][CH2:9][NH:10][C:11](=[O:12])[O:13][C:14]([CH3:17])([CH3:16])[CH3:15])[CH:5]=[N:6][CH:7]=1, predict the reactants needed to synthesize it. The reactants are: [Cl:1][C:2]1[CH:3]=[C:4]([CH2:8][CH2:9][NH2:10])[CH:5]=[N:6][CH:7]=1.[C:11](O[C:11]([O:13][C:14]([CH3:17])([CH3:16])[CH3:15])=[O:12])([O:13][C:14]([CH3:17])([CH3:16])[CH3:15])=[O:12]. (4) Given the product [Cl:1][C:2]1[CH:7]=[CH:6][C:5]([S:8]([N:11]([CH2:21][C:22]2[CH:23]=[CH:24][C:25]([C:26]([NH:28][C@H:29]([CH3:32])[CH2:30][O:31][CH3:38])=[O:27])=[CH:33][CH:34]=2)[C@H:12]([C:15]2[CH:20]=[CH:19][CH:18]=[CH:17][CH:16]=2)[CH2:13][CH3:14])(=[O:9])=[O:10])=[CH:4][CH:3]=1, predict the reactants needed to synthesize it. The reactants are: [Cl:1][C:2]1[CH:7]=[CH:6][C:5]([S:8]([N:11]([CH2:21][C:22]2[CH:34]=[CH:33][C:25]([C:26]([NH:28][C@H:29]([CH3:32])[CH2:30][OH:31])=[O:27])=[CH:24][CH:23]=2)[C@H:12]([C:15]2[CH:20]=[CH:19][CH:18]=[CH:17][CH:16]=2)[CH2:13][CH3:14])(=[O:10])=[O:9])=[CH:4][CH:3]=1.[H-].[Na+].I[CH3:38]. (5) Given the product [CH2:17]([NH:18][C@H:13]([CH3:12])[CH2:14][OH:15])[C:2]1[CH:3]=[CH:4][CH:5]=[CH:6][CH:8]=1, predict the reactants needed to synthesize it. The reactants are: F[C:2]1[CH:3]=[CH:4][C:5]([N+]([O-])=O)=[C:6]([CH:8]=1)N.[CH3:12][C@H:13]1[NH:18][CH2:17][C@H](CN(C)C)[O:15][CH2:14]1.C(N(CC)CC)C.CN1C(=O)CCC1. (6) Given the product [NH2:42][C:28]1[CH:27]=[C:26]([NH:25][C:18]2[CH:17]=[C:16]([NH:15][CH:12]3[CH2:11][CH2:10][N:9]([C:6]4[CH:5]=[CH:4][C:3]([C:1]#[N:2])=[CH:8][N:7]=4)[CH2:14][CH2:13]3)[C:21]([C:22]([NH2:24])=[O:23])=[CH:20][N:19]=2)[CH:31]=[CH:30][C:29]=1[C:32](=[O:41])[NH:33][CH:34]1[CH2:39][CH2:38][N:37]([CH3:40])[CH2:36][CH2:35]1, predict the reactants needed to synthesize it. The reactants are: [C:1]([C:3]1[CH:4]=[CH:5][C:6]([N:9]2[CH2:14][CH2:13][CH:12]([NH:15][C:16]3[C:21]([C:22]([NH2:24])=[O:23])=[CH:20][N:19]=[C:18]([NH:25][C:26]4[CH:31]=[CH:30][C:29]([C:32](=[O:41])[NH:33][CH:34]5[CH2:39][CH2:38][N:37]([CH3:40])[CH2:36][CH2:35]5)=[C:28]([N+:42]([O-])=O)[CH:27]=4)[CH:17]=3)[CH2:11][CH2:10]2)=[N:7][CH:8]=1)#[N:2].[Cl-].[NH4+].O.C(=O)([O-])O.[Na+]. (7) The reactants are: [C:1]([O:5][C:6]([N:8]([CH2:13][C:14]1[CH:15]=[C:16]([CH:23]=[CH:24][C:25]=1[O:26][CH2:27][CH2:28][N:29]1[CH2:34][CH2:33][O:32][CH2:31][CH2:30]1)[C:17]([O:19]CC=C)=[O:18])[S:9]([CH3:12])(=[O:11])=[O:10])=[O:7])([CH3:4])([CH3:3])[CH3:2].N1CCCCC1.[NH4+].[Cl-].C(OCC)(=O)C. Given the product [C:1]([O:5][C:6]([N:8]([CH2:13][C:14]1[CH:15]=[C:16]([CH:23]=[CH:24][C:25]=1[O:26][CH2:27][CH2:28][N:29]1[CH2:30][CH2:31][O:32][CH2:33][CH2:34]1)[C:17]([OH:19])=[O:18])[S:9]([CH3:12])(=[O:11])=[O:10])=[O:7])([CH3:4])([CH3:2])[CH3:3], predict the reactants needed to synthesize it. (8) Given the product [CH3:20][O:21][C:22]1[CH:27]=[CH:26][C:25]([NH:28][CH:3]([CH3:4])[CH2:2][C:1]([N:6]2[CH2:10][CH2:9][O:8][C:7]2=[O:11])=[O:5])=[CH:24][CH:23]=1, predict the reactants needed to synthesize it. The reactants are: [C:1]([N:6]1[CH2:10][CH2:9][O:8][C:7]1=[O:11])(=[O:5])/[CH:2]=[CH:3]/[CH3:4].FC(F)(F)S(O)(=O)=O.[CH3:20][O:21][C:22]1[CH:27]=[CH:26][C:25]([NH2:28])=[CH:24][CH:23]=1.COC1C=CC(N)=CC=1.[Cl-].[NH4+]. (9) Given the product [S:42](=[O:44])(=[O:43])([O:25][CH2:24][C@H:20]1[CH2:19][C@@H:18]([NH:17][C:13]2[CH:12]=[C:11]([NH:10][C@@H:1]3[C:9]4[C:4](=[CH:5][CH:6]=[CH:7][CH:8]=4)[CH2:3][CH2:2]3)[N:16]=[CH:15][N:14]=2)[CH2:22][C@@H:21]1[OH:23])[NH2:45], predict the reactants needed to synthesize it. The reactants are: [C@@H:1]1([NH:10][C:11]2[N:16]=[CH:15][N:14]=[C:13]([NH:17][C@H:18]3[CH2:22][C@H:21]([OH:23])[C@@H:20]([CH2:24][OH:25])[CH2:19]3)[CH:12]=2)[C:9]2[C:4](=[CH:5][CH:6]=[CH:7][CH:8]=2)[CH2:3][CH2:2]1.C(C1C=C(C)C=C(C(C)(C)C)N=1)(C)(C)C.Cl[S:42]([NH:45]C(=O)OC(C)(C)C)(=[O:44])=[O:43].